From a dataset of Full USPTO retrosynthesis dataset with 1.9M reactions from patents (1976-2016). Predict the reactants needed to synthesize the given product. (1) Given the product [CH3:21][C:16]([CH2:15][CH2:14][CH:13]=[C:12]([CH3:22])[CH2:11][CH2:1][CH:2]=[C:3]([CH3:4])[CH2:5][CH2:6][CH:7]=[C:8]([CH3:10])[CH3:9])=[CH:17][C:18]([O:20][CH2:27][CH:25]([CH2:24][OH:23])[OH:26])=[O:19], predict the reactants needed to synthesize it. The reactants are: [CH2:1]([CH2:11]/[C:12](/[CH3:22])=[CH:13]/[CH2:14][CH2:15]/[C:16](/[CH3:21])=[CH:17]/[C:18]([OH:20])=[O:19])/[CH:2]=[C:3](/[CH2:5][CH2:6][CH:7]=[C:8]([CH3:10])[CH3:9])\[CH3:4].[OH:23][CH2:24][CH:25]([CH2:27]O)[OH:26]. (2) The reactants are: [H-].[Li+].[F:3][C:4]1[CH:5]=[C:6]2[C:11](=[CH:12][CH:13]=1)[NH:10][C:9](=[O:14])[CH:8]=[N:7]2.Br[CH2:16][CH2:17][CH:18]1[O:22][CH2:21][CH2:20][O:19]1.O. Given the product [O:19]1[CH2:20][CH2:21][O:22][CH:18]1[CH2:17][CH2:16][N:10]1[C:11]2[C:6](=[CH:5][C:4]([F:3])=[CH:13][CH:12]=2)[N:7]=[CH:8][C:9]1=[O:14], predict the reactants needed to synthesize it.